This data is from Forward reaction prediction with 1.9M reactions from USPTO patents (1976-2016). The task is: Predict the product of the given reaction. (1) Given the reactants [CH2:1]([N:3]1[C:7]2=[N:8][C:9]([CH2:29][CH3:30])=[C:10]([CH2:19][NH:20][C:21]([C:23]3([C:26]([OH:28])=O)[CH2:25][CH2:24]3)=[O:22])[C:11]([NH:12][CH:13]3[CH2:18][CH2:17][O:16][CH2:15][CH2:14]3)=[C:6]2[CH:5]=[N:4]1)[CH3:2].C[N:32](C(ON1N=NC2C=CC=CC1=2)=[N+](C)C)C.F[P-](F)(F)(F)(F)F.CCN(CC)CC.[Br:62][C:63]1[CH:64]=[C:65]([CH2:70]N)[CH:66]=[CH:67][C:68]=1[CH3:69], predict the reaction product. The product is: [Br:62][C:63]1[CH:64]=[C:65]([CH2:70][N:20]([CH2:19][C:10]2[C:11]([NH:12][CH:13]3[CH2:14][CH2:15][O:16][CH2:17][CH2:18]3)=[C:6]3[CH:5]=[N:4][N:3]([CH2:1][CH3:2])[C:7]3=[N:8][C:9]=2[CH2:29][CH3:30])[C:21]([C:23]2([C:26]([NH2:32])=[O:28])[CH2:25][CH2:24]2)=[O:22])[CH:66]=[CH:67][C:68]=1[CH3:69]. (2) Given the reactants [C:1](Cl)(=[O:5])[C:2](Cl)=O.CN(C=O)C.[F:12][C:13]1[CH:14]=[C:15]2[C:19](=[CH:20][C:21]=1[F:22])[NH:18][CH:17]=C2, predict the reaction product. The product is: [F:12][C:13]1[CH:14]=[C:15]2[C:19](=[CH:20][C:21]=1[F:22])[NH:18][CH:17]=[C:2]2[CH:1]=[O:5]. (3) Given the reactants C[N:2](C)/[CH:3]=[CH:4]/[C:5]([C:7]1[C:12](=[O:13])[CH:11]=[CH:10][N:9]([C:14]2[CH:19]=[CH:18][CH:17]=[C:16]([O:20][C:21]([F:24])([F:23])[F:22])[CH:15]=2)[N:8]=1)=O.[NH:26]([C:28]1[CH:33]=[CH:32][C:31]([C:34]2[CH2:35][CH2:36][C:37](=[O:40])[NH:38][N:39]=2)=[CH:30][CH:29]=1)N, predict the reaction product. The product is: [O:40]=[C:37]1[NH:38][N:39]=[C:34]([C:31]2[CH:32]=[CH:33][C:28]([N:26]3[C:5]([C:7]4[C:12](=[O:13])[CH:11]=[CH:10][N:9]([C:14]5[CH:19]=[CH:18][CH:17]=[C:16]([O:20][C:21]([F:24])([F:23])[F:22])[CH:15]=5)[N:8]=4)=[CH:4][CH:3]=[N:2]3)=[CH:29][CH:30]=2)[CH2:35][CH2:36]1. (4) Given the reactants I[C:2]1[C:3](=[O:17])[NH:4][C:5](=[O:16])[N:6]([CH:15]=1)[C@@H:7]1[O:14][C@H:11]([CH2:12][OH:13])[C@@H:9]([OH:10])[CH2:8]1.C(N(CC)CC)C.[F:25][C:26]([F:34])([F:33])[C:27]([NH:29][CH2:30][C:31]#[CH:32])=[O:28].C(=O)(O)[O-], predict the reaction product. The product is: [F:25][C:26]([F:34])([F:33])[C:27]([NH:29][CH2:30][C:31]#[C:32][C:2]1[C:3](=[O:17])[NH:4][C:5](=[O:16])[N:6]([CH:15]=1)[C@@H:7]1[O:14][C@H:11]([CH2:12][OH:13])[C@@H:9]([OH:10])[CH2:8]1)=[O:28]. (5) Given the reactants [F:1][C:2]1[CH:7]=[CH:6][C:5]([O:8][CH3:9])=[CH:4][C:3]=1[C:10]1[CH:15]=[CH:14][C:13]([C:16]([O:18][CH3:19])=[O:17])=[CH:12][C:11]=1I.O1CCOCC1.[CH3:27][C:28]1([CH3:35])[C:32]([CH3:34])([CH3:33])[O:31][BH:30][O:29]1, predict the reaction product. The product is: [F:1][C:2]1[CH:7]=[CH:6][C:5]([O:8][CH3:9])=[CH:4][C:3]=1[C:10]1[CH:15]=[CH:14][C:13]([C:16]([O:18][CH3:19])=[O:17])=[CH:12][C:11]=1[B:30]1[O:31][C:32]([CH3:34])([CH3:33])[C:28]([CH3:35])([CH3:27])[O:29]1.